This data is from Forward reaction prediction with 1.9M reactions from USPTO patents (1976-2016). The task is: Predict the product of the given reaction. Given the reactants [CH2:1]([O:4][C:5]1[CH:12]=[CH:11][C:8]([CH:9]=O)=[CH:7][CH:6]=1)[CH2:2][CH3:3].[CH3:13][C:14]([C:16]1[CH:21]=[C:20]([O:22][CH3:23])[C:19]([O:24][CH3:25])=[C:18]([O:26][CH3:27])[CH:17]=1)=[O:15].[OH-].[Na+], predict the reaction product. The product is: [CH2:1]([O:4][C:5]1[CH:12]=[CH:11][C:8](/[CH:9]=[CH:13]/[C:14]([C:16]2[CH:17]=[C:18]([O:26][CH3:27])[C:19]([O:24][CH3:25])=[C:20]([O:22][CH3:23])[CH:21]=2)=[O:15])=[CH:7][CH:6]=1)[CH2:2][CH3:3].